Dataset: Reaction yield outcomes from USPTO patents with 853,638 reactions. Task: Predict the reaction yield, written as a fraction of the theoretical maximum amount of product (1.0 means a 100% yield; for example, 0.34 means a 34% yield). (1) The reactants are [OH-].[Na+].[Cl:3][C:4]1[CH:26]=[C:25]([C:27]([NH:29][CH2:30][C:31]2[CH:39]=[CH:38][CH:37]=[C:36]3[C:32]=2[CH:33]=[N:34][N:35]3[CH:40]2[CH2:45][CH2:44][CH2:43][CH2:42][O:41]2)=[O:28])[CH:24]=[CH:23][C:5]=1[C:6]([NH:8][C@H:9]([C:19]([O:21]C)=[O:20])[CH2:10][NH:11][C:12]([C:14]1[S:15][CH:16]=[CH:17][CH:18]=1)=[O:13])=[O:7]. The catalyst is CO. The product is [Cl:3][C:4]1[CH:26]=[C:25]([C:27]([NH:29][CH2:30][C:31]2[CH:39]=[CH:38][CH:37]=[C:36]3[C:32]=2[CH:33]=[N:34][N:35]3[CH:40]2[CH2:45][CH2:44][CH2:43][CH2:42][O:41]2)=[O:28])[CH:24]=[CH:23][C:5]=1[C:6]([NH:8][C@H:9]([C:19]([OH:21])=[O:20])[CH2:10][NH:11][C:12]([C:14]1[S:15][CH:16]=[CH:17][CH:18]=1)=[O:13])=[O:7]. The yield is 0.970. (2) The reactants are [NH2:1][C:2]1[S:3][CH:4]=[N:5][N:6]=1.[CH2:7]([C:13]1[CH:18]=[CH:17][C:16]([S:19](Cl)(=[O:21])=[O:20])=[CH:15][CH:14]=1)[CH2:8][CH2:9][CH2:10][CH2:11][CH3:12].O. The catalyst is N1C=CC=CC=1. The product is [CH2:7]([C:13]1[CH:14]=[CH:15][C:16]([S:19]([NH:1][C:2]2[S:3][CH:4]=[N:5][N:6]=2)(=[O:21])=[O:20])=[CH:17][CH:18]=1)[CH2:8][CH2:9][CH2:10][CH2:11][CH3:12]. The yield is 0.580. (3) The catalyst is C1COCC1. The yield is 0.308. The product is [CH:15]1([CH2:14][O:13][C:12]2[N:11]=[C:10]([C:18]([OH:20])=[O:19])[CH:9]=[CH:8][C:7]=2[C:23]2([OH:25])[CH2:24][O:21][CH2:22]2)[CH2:17][CH2:16]1. The reactants are [Li]CCCC.Br[C:7]1[CH:8]=[CH:9][C:10]([C:18]([OH:20])=[O:19])=[N:11][C:12]=1[O:13][CH2:14][CH:15]1[CH2:17][CH2:16]1.[O:21]1[CH2:24][C:23](=[O:25])[CH2:22]1.